From a dataset of Blood-brain barrier permeability classification from the B3DB database. Regression/Classification. Given a drug SMILES string, predict its absorption, distribution, metabolism, or excretion properties. Task type varies by dataset: regression for continuous measurements (e.g., permeability, clearance, half-life) or binary classification for categorical outcomes (e.g., BBB penetration, CYP inhibition). Dataset: b3db_classification. (1) The molecule is CN(C)C(=O)c1nc(CNC(=O)CN)n(-c2ccc(Cl)cc2C(=O)c2ccccc2Cl)n1. The result is 1 (penetrates BBB). (2) The molecule is C1=Cc2cccc(OC[C@@H]3CNCCO3)c2C1. The result is 1 (penetrates BBB). (3) The drug is CC(O)C1C(=O)N2C(C(=O)OCOC(=O)C(C)(C)C)=C(SC3CN(C4=NCCS4)C3)C(C)C12. The result is 0 (does not penetrate BBB). (4) The compound is CCS(=O)(=O)[C@H]1[C@@H](C#N)[C@@H]1c1ccccc1. The result is 1 (penetrates BBB). (5) The molecule is O=C(O)CCCC[C@H]1SC[C@H]2NC(=O)N[C@H]21. The result is 1 (penetrates BBB). (6) The compound is CO[C@@]1(NC(=O)CSCC#N)C(=O)N2C(C(=O)O)=C(CSc3nnnn3C)CS[C@H]21. The result is 0 (does not penetrate BBB). (7) The molecule is OC1CCN(c2ccc(-c3ccccc3Cl)nn2)CC1. The result is 1 (penetrates BBB). (8) The molecule is CCC[C@](C)(O)C1C[C@@]23C=C[C@]1(OC)[C@@H]1Oc4c(O)ccc5c4[C@@]12CCN(C)[C@@H]3C5. The result is 1 (penetrates BBB). (9) The result is 1 (penetrates BBB). The compound is O=C(c1ccc(F)cc1)C1CCN(CCCn2c(=O)[nH]c3cc(Cl)ccc32)CC1. (10) The drug is CCCCCCCCCCCCCCCCO. The result is 0 (does not penetrate BBB).